Dataset: Retrosynthesis with 50K atom-mapped reactions and 10 reaction types from USPTO. Task: Predict the reactants needed to synthesize the given product. (1) Given the product CC(C)(C)OC(=O)N1CCC[C@H]1COc1cncc(N2CCC(CCOc3ccccc3)CC2)c1, predict the reactants needed to synthesize it. The reactants are: CC(C)(C)OC(=O)N1CCC[C@H]1COc1cncc(Br)c1.c1ccc(OCCC2CCNCC2)cc1. (2) Given the product COCc1ccccc1-c1ccc2cnc(Nc3ccc(N4CCC(N5CCN(C)CC5)CC4)cc3OC)nn12, predict the reactants needed to synthesize it. The reactants are: COCc1ccccc1B(O)O.COc1cc(N2CCC(N3CCN(C)CC3)CC2)ccc1Nc1ncc2ccc(Br)n2n1. (3) Given the product CC(C)(C)OC(=O)NC1CCN(Cc2csc3nc(-c4ccccc4[N+](=O)[O-])cn23)CC1, predict the reactants needed to synthesize it. The reactants are: CC(C)(C)OC(=O)NC1CCNCC1.O=[N+]([O-])c1ccccc1-c1cn2c(CCl)csc2n1.